From a dataset of Full USPTO retrosynthesis dataset with 1.9M reactions from patents (1976-2016). Predict the reactants needed to synthesize the given product. (1) Given the product [C:5]([O-:17])(=[O:16])[CH2:6][C:7]([CH2:12][C:13]([O-:15])=[O:14])([C:9]([O-:11])=[O:10])[OH:8].[Ca+2:1].[C:19]([O-:31])(=[O:30])[CH2:20][C:21]([CH2:26][C:27]([O-:29])=[O:28])([C:23]([O-:25])=[O:24])[OH:22].[Ca+2:1].[Ca+2:1], predict the reactants needed to synthesize it. The reactants are: [Ca:1].[Cl-].[Ca+2].[Cl-].[C:5]([O-:17])(=[O:16])[CH2:6][C:7]([CH2:12][C:13]([O-:15])=[O:14])([C:9]([O-:11])=[O:10])[OH:8].[Mg+2].[C:19]([O-:31])(=[O:30])[CH2:20][C:21]([CH2:26][C:27]([O-:29])=[O:28])([C:23]([O-:25])=[O:24])[OH:22].[Mg+2].[Mg+2]. (2) Given the product [F:11][C:12]1[CH:17]=[CH:16][C:15]([C:18]2[N:22]=[C:21]3[N:20]([C:19]=2[C:27]2[CH:32]=[CH:31][N:30]=[C:29]([NH:33][C:34](=[O:36])[CH3:35])[CH:28]=2)[CH2:24][CH2:25][S:23]3)=[CH:14][CH:13]=1, predict the reactants needed to synthesize it. The reactants are: CS(Cl)(=O)=O.CS([O-])(=O)=O.[F:11][C:12]1[CH:17]=[CH:16][C:15]([C:18]2[NH:22][C:21](=[S:23])[N:20]([CH2:24][CH2:25]O)[C:19]=2[C:27]2[CH:32]=[CH:31][N:30]=[C:29]([NH:33][C:34](=[O:36])[CH3:35])[CH:28]=2)=[CH:14][CH:13]=1. (3) Given the product [CH2:1]([O:4][C:5]([NH:7][C:8]1([C:11]2[CH:12]=[CH:13][C:14]([C:15]([OH:17])=[O:16])=[CH:22][CH:23]=2)[CH2:10][CH2:9]1)=[O:6])[CH:2]=[CH2:3], predict the reactants needed to synthesize it. The reactants are: [CH2:1]([O:4][C:5]([NH:7][C:8]1([C:11]2[CH:23]=[CH:22][C:14]([C:15]([O:17]C(C)(C)C)=[O:16])=[CH:13][CH:12]=2)[CH2:10][CH2:9]1)=[O:6])[CH:2]=[CH2:3]. (4) Given the product [CH2:19]([O:21][C:22]([CH3:26])([CH3:25])[CH2:23][NH:6][C:7]1[N:11]=[CH:10][NH:9][C:8]=1[C:12]([NH2:14])=[O:13])[CH3:20], predict the reactants needed to synthesize it. The reactants are: [BH3-]C#N.[Na+].Cl.[NH2:6][C:7]1[NH:11][CH:10]=[N:9][C:8]=1[C:12]([NH2:14])=[O:13].C(O)(=O)C.[CH2:19]([O:21][C:22]([CH3:26])([CH3:25])[CH:23]=O)[CH3:20]. (5) Given the product [F:3][C:4]([F:41])([C:19]([F:40])([F:39])[C:20]([F:38])([F:37])[C:21]([F:36])([F:35])[C:22]([F:34])([F:33])[C:23]([F:32])([F:31])[C:24]([F:30])([F:29])[C:25]([F:28])([F:27])[F:26])[CH2:5][CH2:6][CH2:7][NH:2][CH3:1], predict the reactants needed to synthesize it. The reactants are: [CH3:1][NH2:2].[F:3][C:4]([F:41])([C:19]([F:40])([F:39])[C:20]([F:38])([F:37])[C:21]([F:36])([F:35])[C:22]([F:34])([F:33])[C:23]([F:32])([F:31])[C:24]([F:30])([F:29])[C:25]([F:28])([F:27])[F:26])[CH2:5][CH2:6][CH2:7]C1C=C(C)C=CC=1S([O-])(=O)=O. (6) Given the product [CH2:1]([S:3]([N:6]1[CH2:7][CH2:8][CH:9]([C:12]2[C:20]3[C:15](=[C:16]([C:29]([NH2:31])=[O:30])[CH:17]=[C:18]([C:21]4[CH:26]=[CH:25][CH:24]=[C:23]([CH2:27][NH:32][C@@H:33]([CH2:34][OH:35])[CH:36]([CH3:38])[CH3:37])[CH:22]=4)[CH:19]=3)[NH:14][CH:13]=2)[CH2:10][CH2:11]1)(=[O:5])=[O:4])[CH3:2], predict the reactants needed to synthesize it. The reactants are: [CH2:1]([S:3]([N:6]1[CH2:11][CH2:10][CH:9]([C:12]2[C:20]3[C:15](=[C:16]([C:29]([NH2:31])=[O:30])[CH:17]=[C:18]([C:21]4[CH:26]=[CH:25][CH:24]=[C:23]([CH:27]=O)[CH:22]=4)[CH:19]=3)[NH:14][CH:13]=2)[CH2:8][CH2:7]1)(=[O:5])=[O:4])[CH3:2].[NH2:32][C@H:33]([CH:36]([CH3:38])[CH3:37])[CH2:34][OH:35].[BH-](OC(C)=O)(OC(C)=O)OC(C)=O.[Na+]. (7) Given the product [F:1][C:2]1[CH:7]=[C:6]([NH:8][CH2:9][C:10]2[CH:11]=[C:12]([C:16]3[C:17]([CH3:27])=[CH:18][C:19]([OH:23])=[CH:20][C:21]=3[CH3:22])[CH:13]=[CH:14][CH:15]=2)[CH:5]=[CH:4][C:3]=1[CH2:28][CH2:29][C:30]([OH:32])=[O:31], predict the reactants needed to synthesize it. The reactants are: [F:1][C:2]1[CH:7]=[C:6]([NH:8][CH2:9][C:10]2[CH:11]=[C:12]([C:16]3[C:21]([CH3:22])=[CH:20][C:19]([O:23]COC)=[CH:18][C:17]=3[CH3:27])[CH:13]=[CH:14][CH:15]=2)[CH:5]=[CH:4][C:3]=1[CH2:28][CH2:29][C:30]([OH:32])=[O:31].CS(O)(=O)=O.